This data is from Merck oncology drug combination screen with 23,052 pairs across 39 cell lines. The task is: Regression. Given two drug SMILES strings and cell line genomic features, predict the synergy score measuring deviation from expected non-interaction effect. (1) Drug 1: CN1C(=O)C=CC2(C)C3CCC4(C)C(NC(=O)OCC(F)(F)F)CCC4C3CCC12. Drug 2: O=C(CCCCCCC(=O)Nc1ccccc1)NO. Cell line: VCAP. Synergy scores: synergy=38.1. (2) Drug 1: COc1cc(C2c3cc4c(cc3C(OC3OC5COC(C)OC5C(O)C3O)C3COC(=O)C23)OCO4)cc(OC)c1O. Drug 2: CCc1cnn2c(NCc3ccc[n+]([O-])c3)cc(N3CCCCC3CCO)nc12. Cell line: UWB1289BRCA1. Synergy scores: synergy=2.88. (3) Drug 1: O=S1(=O)NC2(CN1CC(F)(F)F)C1CCC2Cc2cc(C=CCN3CCC(C(F)(F)F)CC3)ccc2C1. Drug 2: C#Cc1cccc(Nc2ncnc3cc(OCCOC)c(OCCOC)cc23)c1. Cell line: NCIH1650. Synergy scores: synergy=22.4. (4) Drug 1: CN(Cc1cnc2nc(N)nc(N)c2n1)c1ccc(C(=O)NC(CCC(=O)O)C(=O)O)cc1. Drug 2: O=C(NOCC(O)CO)c1ccc(F)c(F)c1Nc1ccc(I)cc1F. Cell line: UWB1289BRCA1. Synergy scores: synergy=-7.08.